Predict the product of the given reaction. From a dataset of Forward reaction prediction with 1.9M reactions from USPTO patents (1976-2016). (1) The product is: [C:55]1([C@H:54]([NH:61][C:43]([C:42]2[CH:47]=[CH:48][CH:49]=[C:40]([C:9]3[C:10]4[C:15](=[CH:14][CH:13]=[C:12]([C:16]5[N:20]=[CH:19][N:18]([C:21]([C:22]6[CH:23]=[CH:24][CH:25]=[CH:26][CH:27]=6)([C:28]6[CH:33]=[CH:32][CH:31]=[CH:30][CH:29]=6)[C:34]6[CH:39]=[CH:38][CH:37]=[CH:36][CH:35]=6)[N:17]=5)[CH:11]=4)[N:7]([CH:2]4[CH2:3][CH2:4][CH2:5][CH2:6][O:1]4)[N:8]=3)[CH:41]=2)=[O:45])[CH3:53])[CH:60]=[CH:59][CH:58]=[CH:57][CH:56]=1. Given the reactants [O:1]1[CH2:6][CH2:5][CH2:4][CH2:3][CH:2]1[N:7]1[C:15]2[C:10](=[CH:11][C:12]([C:16]3[N:20]=[CH:19][N:18]([C:21]([C:34]4[CH:39]=[CH:38][CH:37]=[CH:36][CH:35]=4)([C:28]4[CH:33]=[CH:32][CH:31]=[CH:30][CH:29]=4)[C:22]4[CH:27]=[CH:26][CH:25]=[CH:24][CH:23]=4)[N:17]=3)=[CH:13][CH:14]=2)[C:9]([C:40]2[CH:41]=[C:42]([CH:47]=[CH:48][CH:49]=2)[C:43]([O:45]C)=O)=[N:8]1.O.[OH-].[Li+].[CH3:53][C@@H:54]([NH2:61])[C:55]1[CH:60]=[CH:59][CH:58]=[CH:57][CH:56]=1.O.ON1C2C=CC=CC=2N=N1, predict the reaction product. (2) Given the reactants [C:1]([O:4][C@@H:5]1[C@@H:11]([O:12][C:13](=[O:15])[CH3:14])[C@H:10]([O:16][C:17](=[O:19])[CH3:18])[C@@H:9]([CH2:20][O:21][C:22](=[O:24])[CH3:23])[O:8][CH:6]1[OH:7])(=[O:3])[CH3:2].C1CN2C(=NCCC2)C1.C([O:41][C:42](=[O:54])[CH2:43][CH2:44][CH2:45][CH2:46][CH2:47][CH2:48][CH2:49][CH2:50][CH2:51][CH2:52]Br)C1C=CC=CC=1.COC(C)(C)C, predict the reaction product. The product is: [C:1]([O:4][C@@H:5]1[C@@H:11]([O:12][C:13](=[O:15])[CH3:14])[C@H:10]([O:16][C:17](=[O:19])[CH3:18])[C@@H:9]([CH2:20][O:21][C:22](=[O:24])[CH3:23])[O:8][CH:6]1[O:7][CH2:52][CH2:51][CH2:50][CH2:49][CH2:48][CH2:47][CH2:46][CH2:45][CH2:44][CH2:43][C:42]([OH:54])=[O:41])(=[O:3])[CH3:2]. (3) Given the reactants [CH:1]([C:3]1[CH:8]=[CH:7][C:6]([C:9]2[C:10]([C:30]3[CH:35]=[CH:34][CH:33]=[CH:32][CH:31]=3)=[CH:11][C:12]3[CH:17]=[N:16][C:15]([N:18]4[CH2:23][CH2:22][N:21]([C:24]([N:26]([CH3:28])[CH3:27])=[O:25])[CH2:20][CH2:19]4)=[N:14][C:13]=3[N:29]=2)=[CH:5][CH:4]=1)=O.FC(F)(F)C(O)=O.[NH:43]1[CH2:48][CH2:47][CH:46]([C:49]2[NH:50][C:51]([C:54]3[CH:59]=[CH:58][CH:57]=[CH:56][N:55]=3)=[N:52][N:53]=2)[CH2:45][CH2:44]1.CCN(CC)CC.CC(O)=O.C(O[BH-](OC(=O)C)OC(=O)C)(=O)C.[Na+], predict the reaction product. The product is: [CH3:28][N:26]([CH3:27])[C:24]([N:21]1[CH2:20][CH2:19][N:18]([C:15]2[N:16]=[CH:17][C:12]3[CH:11]=[C:10]([C:30]4[CH:35]=[CH:34][CH:33]=[CH:32][CH:31]=4)[C:9]([C:6]4[CH:5]=[CH:4][C:3]([CH2:1][N:43]5[CH2:48][CH2:47][CH:46]([C:49]6[NH:50][C:51]([C:54]7[CH:59]=[CH:58][CH:57]=[CH:56][N:55]=7)=[N:52][N:53]=6)[CH2:45][CH2:44]5)=[CH:8][CH:7]=4)=[N:29][C:13]=3[N:14]=2)[CH2:23][CH2:22]1)=[O:25].